From a dataset of Peptide-MHC class I binding affinity with 185,985 pairs from IEDB/IMGT. Regression. Given a peptide amino acid sequence and an MHC pseudo amino acid sequence, predict their binding affinity value. This is MHC class I binding data. (1) The peptide sequence is QSAGFAAGL. The MHC is HLA-A02:02 with pseudo-sequence HLA-A02:02. The binding affinity (normalized) is 0.676. (2) The MHC is HLA-A30:01 with pseudo-sequence HLA-A30:01. The binding affinity (normalized) is 0.0847. The peptide sequence is GFMNEDHWF. (3) The peptide sequence is EISGLRPGE. The MHC is HLA-A03:01 with pseudo-sequence HLA-A03:01. The binding affinity (normalized) is 0.0847. (4) The peptide sequence is EIYFSSIHR. The MHC is HLA-B15:42 with pseudo-sequence HLA-B15:42. The binding affinity (normalized) is 0.213. (5) The peptide sequence is ALVEICTEMEK. The MHC is HLA-A24:02 with pseudo-sequence HLA-A24:02. The binding affinity (normalized) is 0. (6) The peptide sequence is RKHVNVAII. The MHC is H-2-Db with pseudo-sequence H-2-Db. The binding affinity (normalized) is 0.387. (7) The peptide sequence is FIKDRATAV. The MHC is HLA-B40:01 with pseudo-sequence HLA-B40:01. The binding affinity (normalized) is 0.0847. (8) The peptide sequence is NLFDWMHFL. The MHC is HLA-A02:06 with pseudo-sequence HLA-A02:06. The binding affinity (normalized) is 1.00. (9) The peptide sequence is DESASKSASV. The MHC is HLA-B18:01 with pseudo-sequence HLA-B18:01. The binding affinity (normalized) is 0.239.